Dataset: Reaction yield outcomes from USPTO patents with 853,638 reactions. Task: Predict the reaction yield, written as a fraction of the theoretical maximum amount of product (1.0 means a 100% yield; for example, 0.34 means a 34% yield). (1) The reactants are CS(O[CH2:6][CH:7]1[S:11][C:10]([C:12]2[NH:13][C:14]3[C:19]([CH:20]=2)=[CH:18][CH:17]=[CH:16][C:15]=3[N:21]([CH3:31])[S:22]([C:25]2[CH:30]=[CH:29][CH:28]=[CH:27][N:26]=2)(=[O:24])=[O:23])=[N:9][CH2:8]1)(=O)=O.[NH:32]1[CH:36]=[N:35][CH:34]=[N:33]1.C(=O)([O-])[O-].[K+].[K+].CN(C)C=O. The catalyst is O. The product is [CH3:31][N:21]([C:15]1[CH:16]=[CH:17][CH:18]=[C:19]2[C:14]=1[NH:13][C:12]([C:10]1[S:11][CH:7]([CH2:6][N:32]3[CH:36]=[N:35][CH:34]=[N:33]3)[CH2:8][N:9]=1)=[CH:20]2)[S:22]([C:25]1[CH:30]=[CH:29][CH:28]=[CH:27][N:26]=1)(=[O:24])=[O:23]. The yield is 0.590. (2) The reactants are Br[CH2:2][C:3]1[C:4]([C:21]2[CH:26]=[CH:25][CH:24]=[C:23]([C:27]([F:30])([F:29])[F:28])[CH:22]=2)=[N:5][C:6]2[C:11]([C:12]=1[C:13]([O:15][CH3:16])=[O:14])=[CH:10][C:9]([S:17]([CH3:20])(=[O:19])=[O:18])=[CH:8][CH:7]=2.[F:31][C:32]1([F:43])[CH2:36][CH2:35][N:34]([CH:37]2[CH2:42][CH2:41][NH:40][CH2:39][CH2:38]2)[CH2:33]1. The catalyst is C(#N)C. The product is [F:43][C:32]1([F:31])[CH2:36][CH2:35][N:34]([CH:37]2[CH2:38][CH2:39][N:40]([CH2:2][C:3]3[C:4]([C:21]4[CH:26]=[CH:25][CH:24]=[C:23]([C:27]([F:30])([F:29])[F:28])[CH:22]=4)=[N:5][C:6]4[C:11]([C:12]=3[C:13]([O:15][CH3:16])=[O:14])=[CH:10][C:9]([S:17]([CH3:20])(=[O:19])=[O:18])=[CH:8][CH:7]=4)[CH2:41][CH2:42]2)[CH2:33]1. The yield is 0.730.